The task is: Predict the reactants needed to synthesize the given product.. This data is from Full USPTO retrosynthesis dataset with 1.9M reactions from patents (1976-2016). Given the product [OH:1][C:2]1[CH:11]=[C:10]([O:12][C:14]2[CH:19]=[CH:18][CH:17]=[C:16]([C:20]([F:23])([F:22])[F:21])[CH:15]=2)[CH:9]=[C:4]([CH:3]=1)[C:5]([O:7][CH3:8])=[O:6], predict the reactants needed to synthesize it. The reactants are: [OH:1][C:2]1[CH:3]=[C:4]([CH:9]=[C:10]([OH:12])[CH:11]=1)[C:5]([O:7][CH3:8])=[O:6].Br[C:14]1[CH:19]=[CH:18][CH:17]=[C:16]([C:20]([F:23])([F:22])[F:21])[CH:15]=1.C(=O)([O-])[O-].[K+].[K+].